Dataset: Forward reaction prediction with 1.9M reactions from USPTO patents (1976-2016). Task: Predict the product of the given reaction. (1) The product is: [C:32]([C:31]1[CH:34]=[CH:35][CH:36]=[CH:37][C:30]=1[CH2:29][O:27][C:26]1[CH:25]=[CH:24][C:4]([NH:5][C:6]2[C:15]3[C:10](=[CH:11][CH:12]=[CH:13][C:14]=3[O:16][CH:17]3[CH2:22][CH2:21][N:20]([CH3:23])[CH2:19][CH2:18]3)[N:9]=[CH:8][N:7]=2)=[CH:3][C:2]=1[CH3:1])#[N:33]. Given the reactants [CH3:1][C:2]1[CH:3]=[C:4]([CH:24]=[CH:25][C:26]=1[OH:27])[NH:5][C:6]1[C:15]2[C:10](=[CH:11][CH:12]=[CH:13][C:14]=2[O:16][CH:17]2[CH2:22][CH2:21][N:20]([CH3:23])[CH2:19][CH2:18]2)[N:9]=[CH:8][N:7]=1.Cl[CH2:29][C:30]1[CH:37]=[CH:36][CH:35]=[CH:34][C:31]=1[C:32]#[N:33], predict the reaction product. (2) The product is: [S:28]([O:30][S:28]([OH:31])(=[O:30])=[O:29])([OH:29])(=[O:32])=[O:31].[N:1]1[CH:6]=[CH:5][CH:4]=[CH:3][C:2]=1[O:7][CH2:8][C:9]1[CH:27]=[CH:26][C:12]([CH2:13][C:14]2[CH:18]=[C:17]([C:19]3[C:20]([NH2:25])=[N:21][CH:22]=[CH:23][CH:24]=3)[O:16][N:15]=2)=[CH:11][CH:10]=1. Given the reactants [N:1]1[CH:6]=[CH:5][CH:4]=[CH:3][C:2]=1[O:7][CH2:8][C:9]1[CH:27]=[CH:26][C:12]([CH2:13][C:14]2[CH:18]=[C:17]([C:19]3[C:20]([NH2:25])=[N:21][CH:22]=[CH:23][CH:24]=3)[O:16][N:15]=2)=[CH:11][CH:10]=1.[S:28](=[O:32])(=[O:31])([OH:30])[OH:29], predict the reaction product. (3) Given the reactants Br[C:2]1[CH:3]=[C:4]([C:9]2[CH:14]=[C:13]([C:15]3[CH:20]=[CH:19][CH:18]=[CH:17][CH:16]=3)[NH:12][C:11](=[O:21])[N:10]=2)[CH:5]=[CH:6][C:7]=1[F:8].[Cu][C:23]#[N:24], predict the reaction product. The product is: [F:8][C:7]1[CH:6]=[CH:5][C:4]([C:9]2[CH:14]=[C:13]([C:15]3[CH:20]=[CH:19][CH:18]=[CH:17][CH:16]=3)[NH:12][C:11](=[O:21])[N:10]=2)=[CH:3][C:2]=1[C:23]#[N:24]. (4) Given the reactants [CH:1]1([N:7]([CH2:18][CH:19]2[CH2:21][CH2:20]2)[C:8]2[N:13]=[CH:12][N:11]=[C:10]([C:14]([O:16]C)=[O:15])[CH:9]=2)[CH2:6][CH2:5][CH2:4][CH2:3][CH2:2]1.O.[OH-].[Li+], predict the reaction product. The product is: [CH:1]1([N:7]([CH2:18][CH:19]2[CH2:20][CH2:21]2)[C:8]2[N:13]=[CH:12][N:11]=[C:10]([C:14]([OH:16])=[O:15])[CH:9]=2)[CH2:2][CH2:3][CH2:4][CH2:5][CH2:6]1. (5) Given the reactants C([Li:5])CCC.[CH:6]([NH:9][CH:10]([CH3:12])[CH3:11])([CH3:8])[CH3:7].[Li+].CC([N-]C(C)C)C.[F:21][C:22]1[N:27]=[CH:26][C:25]([CH:28]([N:30]2[CH2:35][CH2:34][O:33][CH2:32][CH2:31]2)[CH3:29])=[CH:24][CH:23]=1.[B:36](OC(C)C)([O:41]C(C)C)[O:37]C(C)C, predict the reaction product. The product is: [Li+:5].[CH3:7][CH:6]([N-:9][CH:10]([CH3:12])[CH3:11])[CH3:8].[F:21][C:22]1[C:23]([B:36]([OH:41])[OH:37])=[CH:24][C:25]([CH:28]([N:30]2[CH2:35][CH2:34][O:33][CH2:32][CH2:31]2)[CH3:29])=[CH:26][N:27]=1. (6) Given the reactants [N+:1]([C:4]1[C:5]([NH2:20])=[CH:6][C:7]([C:10]2[CH:15]=[CH:14][CH:13]=[CH:12][C:11]=2[C:16]([F:19])([F:18])[F:17])=[N:8][CH:9]=1)([O-])=O.O.O.[Cl:23][Sn]Cl.[OH-].[Na+], predict the reaction product. The product is: [Cl:23][C:9]1[C:4]([NH2:1])=[C:5]([NH2:20])[CH:6]=[C:7]([C:10]2[CH:15]=[CH:14][CH:13]=[CH:12][C:11]=2[C:16]([F:19])([F:18])[F:17])[N:8]=1.